From a dataset of Full USPTO retrosynthesis dataset with 1.9M reactions from patents (1976-2016). Predict the reactants needed to synthesize the given product. (1) Given the product [NH2:24][C:25]1[N:30]([CH3:31])[C:29](=[O:32])[C:28]([CH3:34])([CH3:33])[C@:27]([C:36]2[CH:41]=[C:40]([NH:51][C:47]3[CH:48]=[N:49][CH:50]=[C:45]([F:44])[CH:46]=3)[CH:39]=[CH:38][C:37]=2[F:43])([CH3:35])[N:26]=1, predict the reactants needed to synthesize it. The reactants are: COC1C=CC(C([NH:24][C:25]2[N:30]([CH3:31])[C:29](=[O:32])[C:28]([CH3:34])([CH3:33])[C@:27]([C:36]3[CH:41]=[C:40](Br)[CH:39]=[CH:38][C:37]=3[F:43])([CH3:35])[N:26]=2)(C2C=CC(OC)=CC=2)C2C=CC=CC=2)=CC=1.[F:44][C:45]1[CH:46]=[C:47]([NH2:51])[CH:48]=[N:49][CH:50]=1. (2) Given the product [Cl:24][C:17]1[N:16]=[C:15]2[C:20]([N:21]=[CH:22][N:14]2[C@@H:12]2[CH2:13][C@H:9]([N:8]3[N:36]=[C:37]([CH2:39][OH:40])[CH:38]=[N:34]3)[C@@H:10]([OH:26])[C@H:11]2[OH:25])=[C:19]([Cl:23])[N:18]=1, predict the reactants needed to synthesize it. The reactants are: C([N:8](C(OC(C)(C)C)=O)[C@H:9]1[CH2:13][C@@H:12]([N:14]2[CH:22]=[N:21][C:20]3[C:15]2=[N:16][C:17]([Cl:24])=[N:18][C:19]=3[Cl:23])[C@H:11]([OH:25])[C@@H:10]1[OH:26])(OC(C)(C)C)=O.[N:34]1N[N:36]=[C:37]([CH2:39][OH:40])[CH:38]=1.